Dataset: Full USPTO retrosynthesis dataset with 1.9M reactions from patents (1976-2016). Task: Predict the reactants needed to synthesize the given product. (1) Given the product [C:14]([O:18][C:19]([N:21]1[CH2:26][CH2:25][C:24]([CH2:3][CH:1]=[CH2:2])([C:27]#[N:28])[CH2:23][CH2:22]1)=[O:20])([CH3:17])([CH3:15])[CH3:16], predict the reactants needed to synthesize it. The reactants are: [CH:1]([N-]C(C)C)([CH3:3])[CH3:2].[Li+].O1CCCC1.[C:14]([O:18][C:19]([N:21]1[CH2:26][CH2:25][CH:24]([C:27]#[N:28])[CH2:23][CH2:22]1)=[O:20])([CH3:17])([CH3:16])[CH3:15].C(Br)C=C.C(O)(=O)CC(CC(O)=O)(C(O)=O)O. (2) Given the product [Si:1]([O:8][CH:9]([CH:13]1[CH2:22][CH2:21][C:20]2[C:15](=[CH:16][CH:17]=[C:18]([O:23][C:24]3[CH:29]=[CH:28][CH:27]=[CH:26][CH:25]=3)[CH:19]=2)[CH2:14]1)[C:10]([NH:39][NH:38][C:36](=[O:37])[C:31]1[CH:32]=[CH:33][CH:34]=[CH:35][N:30]=1)=[O:12])([C:4]([CH3:5])([CH3:7])[CH3:6])([CH3:2])[CH3:3], predict the reactants needed to synthesize it. The reactants are: [Si:1]([O:8][CH:9]([CH:13]1[CH2:22][CH2:21][C:20]2[C:15](=[CH:16][CH:17]=[C:18]([O:23][C:24]3[CH:29]=[CH:28][CH:27]=[CH:26][CH:25]=3)[CH:19]=2)[CH2:14]1)[C:10]([OH:12])=O)([C:4]([CH3:7])([CH3:6])[CH3:5])([CH3:3])[CH3:2].[N:30]1[CH:35]=[CH:34][CH:33]=[CH:32][C:31]=1[C:36]([NH:38][NH2:39])=[O:37].CCN=C=NCCCN(C)C.Cl. (3) The reactants are: C[O:2][C:3](=[O:24])[C:4]1[CH:9]=[C:8]([C:10]2[S:11][CH:12]=[C:13]([C:15]3[CH:20]=[CH:19][C:18]([Cl:21])=[C:17]([Cl:22])[CH:16]=3)[N:14]=2)[CH:7]=[CH:6][C:5]=1Br.C[O:26][C:27]1[N:32]=[CH:31][C:30](B(O)O)=[CH:29][N:28]=1. Given the product [Cl:22][C:17]1[CH:16]=[C:15]([C:13]2[N:14]=[C:10]([C:8]3[CH:7]=[CH:6][C:5]([C:30]4[CH:29]=[N:28][C:27]([OH:26])=[N:32][CH:31]=4)=[C:4]([CH:9]=3)[C:3]([OH:2])=[O:24])[S:11][CH:12]=2)[CH:20]=[CH:19][C:18]=1[Cl:21], predict the reactants needed to synthesize it. (4) Given the product [F:46][C:45]1[C:44]([C:47]2[CH:52]=[CH:51][CH:50]=[CH:49][CH:48]=2)=[C:43]([CH3:53])[C:42]([C:54]#[N:55])=[C:40]2[C:39]=1[O:38][C:37]([C:14]1[N:15]([CH3:19])[CH:16]=[CH:17][CH:18]=1)=[N:41]2, predict the reactants needed to synthesize it. The reactants are: C([Sn]([C:14]1[N:15]([CH3:19])[CH:16]=[CH:17][CH:18]=1)(CCCC)CCCC)CCC.C(C1(C)C(O)=C(C(C)(C)C)C=CC1)(C)(C)C.Cl[C:37]1[O:38][C:39]2[C:40](=[C:42]([C:54]#[N:55])[C:43]([CH3:53])=[C:44]([C:47]3[CH:52]=[CH:51][CH:50]=[CH:49][CH:48]=3)[C:45]=2[F:46])[N:41]=1. (5) The reactants are: N[C:2]1[CH:7]=[CH:6][C:5]([N:8]2[C:12]3=[N:13][CH:14]=[N:15][C:16]([NH2:17])=[C:11]3[CH:10]=[N:9]2)=[CH:4][CH:3]=1.[CH2:18]([S:22](Cl)(=[O:24])=[O:23])[CH2:19][CH2:20][CH3:21].[N:26]1C=CC=CC=1.CN(C=O)C. Given the product [NH2:17][C:16]1[N:15]=[CH:14][N:13]=[C:12]2[N:8]([C:5]3[CH:4]=[C:3]([NH:26][S:22]([CH2:18][CH2:19][CH2:20][CH3:21])(=[O:24])=[O:23])[CH:2]=[CH:7][CH:6]=3)[N:9]=[CH:10][C:11]=12, predict the reactants needed to synthesize it.